This data is from NCI-60 drug combinations with 297,098 pairs across 59 cell lines. The task is: Regression. Given two drug SMILES strings and cell line genomic features, predict the synergy score measuring deviation from expected non-interaction effect. (1) Drug 1: C1=CC(=CC=C1CCC2=CNC3=C2C(=O)NC(=N3)N)C(=O)NC(CCC(=O)O)C(=O)O. Drug 2: CC1OCC2C(O1)C(C(C(O2)OC3C4COC(=O)C4C(C5=CC6=C(C=C35)OCO6)C7=CC(=C(C(=C7)OC)O)OC)O)O. Cell line: SF-539. Synergy scores: CSS=59.0, Synergy_ZIP=0.728, Synergy_Bliss=-0.376, Synergy_Loewe=-0.102, Synergy_HSA=5.82. (2) Drug 1: CS(=O)(=O)CCNCC1=CC=C(O1)C2=CC3=C(C=C2)N=CN=C3NC4=CC(=C(C=C4)OCC5=CC(=CC=C5)F)Cl. Drug 2: CCN(CC)CCCC(C)NC1=C2C=C(C=CC2=NC3=C1C=CC(=C3)Cl)OC. Cell line: CCRF-CEM. Synergy scores: CSS=5.63, Synergy_ZIP=-5.40, Synergy_Bliss=-2.32, Synergy_Loewe=-2.17, Synergy_HSA=-1.08. (3) Drug 2: CC12CCC3C(C1CCC2OP(=O)(O)O)CCC4=C3C=CC(=C4)OC(=O)N(CCCl)CCCl.[Na+]. Cell line: NCI-H460. Drug 1: CNC(=O)C1=CC=CC=C1SC2=CC3=C(C=C2)C(=NN3)C=CC4=CC=CC=N4. Synergy scores: CSS=1.23, Synergy_ZIP=-0.650, Synergy_Bliss=-0.601, Synergy_Loewe=-3.42, Synergy_HSA=-0.611. (4) Drug 1: C1CC(=O)NC(=O)C1N2CC3=C(C2=O)C=CC=C3N. Drug 2: CC=C1C(=O)NC(C(=O)OC2CC(=O)NC(C(=O)NC(CSSCCC=C2)C(=O)N1)C(C)C)C(C)C. Cell line: T-47D. Synergy scores: CSS=9.17, Synergy_ZIP=2.58, Synergy_Bliss=-0.431, Synergy_Loewe=-0.181, Synergy_HSA=-0.0554.